The task is: Predict which catalyst facilitates the given reaction.. This data is from Catalyst prediction with 721,799 reactions and 888 catalyst types from USPTO. (1) Reactant: [C:1]([C:4]1[CH:5]=[C:6]([CH:26]=[CH:27][CH:28]=1)[O:7][C:8]1[N:9]([CH2:23][CH2:24][CH3:25])[C:10](=[O:22])[C:11]2[NH:12][C:13]([CH:17]3[CH2:21][CH2:20][CH2:19][CH2:18]3)=[N:14][C:15]=2[N:16]=1)(=[O:3])[CH3:2].[BH4-].[Na+]. Product: [CH:17]1([C:13]2[NH:12][C:11]3[C:10](=[O:22])[N:9]([CH2:23][CH2:24][CH3:25])[C:8]([O:7][C:6]4[CH:26]=[CH:27][CH:28]=[C:4]([CH:1]([OH:3])[CH3:2])[CH:5]=4)=[N:16][C:15]=3[N:14]=2)[CH2:21][CH2:20][CH2:19][CH2:18]1. The catalyst class is: 8. (2) Reactant: [Br:1][C:2]1[CH:7]=[CH:6][C:5]([F:8])=[CH:4][C:3]=1[CH3:9].[N+:10]([O-])([OH:12])=[O:11]. Product: [Br:1][C:2]1[CH:7]=[C:6]([N+:10]([O-:12])=[O:11])[C:5]([F:8])=[CH:4][C:3]=1[CH3:9]. The catalyst class is: 65. (3) Reactant: [CH2:1]([C@@H:8]1[CH2:19][N:18]2[C:10]([C:11]3[NH:12][C:13]([CH:26]4[CH2:30][CH2:29][CH2:28][CH2:27]4)=[N:14][C:15]=3[N:16]([CH2:21]C(OC)=O)[C:17]2=[O:20])=[N:9]1)[C:2]1[CH:7]=[CH:6][CH:5]=[CH:4][CH:3]=1.[CH3:31][Mg]Br.[Cl-:34].[NH4+].C([O:38][CH2:39][CH3:40])C. Product: [ClH:34].[CH2:1]([C@@H:8]1[CH2:19][N:18]2[C:10]([C:11]3[NH:12][C:13]([CH:26]4[CH2:30][CH2:29][CH2:28][CH2:27]4)=[N:14][C:15]=3[N:16]([CH2:21][C:39]([OH:38])([CH3:40])[CH3:31])[C:17]2=[O:20])=[N:9]1)[C:2]1[CH:7]=[CH:6][CH:5]=[CH:4][CH:3]=1. The catalyst class is: 7. (4) Reactant: [CH3:1][O:2][CH2:3][CH2:4][CH:5]([NH:15]C(=O)OC(C)(C)C)[C:6]1[CH:11]=[CH:10][CH:9]=[C:8]([N+:12]([O-:14])=[O:13])[CH:7]=1.Cl. Product: [CH3:1][O:2][CH2:3][CH2:4][CH:5]([NH2:15])[C:6]1[CH:11]=[CH:10][CH:9]=[C:8]([N+:12]([O-:14])=[O:13])[CH:7]=1. The catalyst class is: 5. (5) Reactant: [CH2:1]([OH:34])[C@H:2]1[O:7][C@H:6]([O:8][CH2:9][C@H:10]2[O:15][C@H:14]([O:16][C@:17]3([CH2:26][OH:27])[O:21][C@H:20]([CH2:22][OH:23])[C@@H:19]([OH:24])[C@@H:18]3[OH:25])[C@H:13]([OH:28])[C@@H:12]([OH:29])[C@@H:11]2[OH:30])[C@H:5]([OH:31])[C@@H:4]([OH:32])[C@H:3]1[OH:33].O.O.O.O.O.O.[O:41]=[CH:42][C@@H:43]([C@H:45]([C@@H:47]([C@@H:49]([CH2:51][OH:52])[OH:50])[OH:48])[OH:46])[OH:44]. Product: [CH2:1]([OH:34])[C@H:2]1[O:7][C@H:6]([O:8][CH2:9][C@H:10]2[O:15][C@H:14]([O:16][C@:17]3([CH2:26][OH:27])[O:21][C@H:20]([CH2:22][OH:23])[C@@H:19]([OH:24])[C@@H:18]3[OH:25])[C@H:13]([OH:28])[C@@H:12]([OH:29])[C@@H:11]2[OH:30])[C@H:5]([OH:31])[C@@H:4]([OH:32])[C@H:3]1[OH:33].[O:41]=[CH:42][C@@H:43]([C@H:45]([C@@H:47]([C@@H:49]([CH2:51][OH:52])[OH:50])[OH:48])[OH:46])[OH:44]. The catalyst class is: 6. (6) Reactant: [ClH:1].C(OC([N:9]1[C@H:14]([C:15]2[NH:16][C:17]([C:20]3[CH:29]=[CH:28][CH:27]=[C:26]4[C:21]=3[CH:22]=[CH:23][CH:24]=[C:25]4[C:30]3[CH:35]=[CH:34][C:33]([C:36]4[NH:40][C:39]([C@@H:41]5[CH2:46][C@@H:45]6[C@@H:43]([CH2:44]6)[N:42]5C(OC(C)(C)C)=O)=[N:38][CH:37]=4)=[CH:32][CH:31]=3)=[CH:18][N:19]=2)[CH2:13][C@@H:12]2[C@H:10]1[CH2:11]2)=O)(C)(C)C. Product: [ClH:1].[C@@H:10]12[CH2:11][C@@H:12]1[CH2:13][C@@H:14]([C:15]1[NH:19][CH:18]=[C:17]([C:20]3[CH:29]=[CH:28][CH:27]=[C:26]4[C:21]=3[CH:22]=[CH:23][CH:24]=[C:25]4[C:30]3[CH:31]=[CH:32][C:33]([C:36]4[NH:40][C:39]([C@@H:41]5[CH2:46][C@@H:45]6[C@@H:43]([CH2:44]6)[NH:42]5)=[N:38][CH:37]=4)=[CH:34][CH:35]=3)[N:16]=1)[NH:9]2. The catalyst class is: 12. (7) Reactant: Br[C:2]1[CH:3]=[N:4][N:5]([CH3:17])[C:6]=1[C:7]1[CH:8]=[C:9]([C:13]([O:15][CH3:16])=[O:14])[S:10][C:11]=1[CH3:12].[CH3:18]B1OB(C)OB(C)O1.C([O-])([O-])=O.[K+].[K+]. Product: [CH3:17][N:5]1[C:6]([C:7]2[CH:8]=[C:9]([C:13]([O:15][CH3:16])=[O:14])[S:10][C:11]=2[CH3:12])=[C:2]([CH3:18])[CH:3]=[N:4]1. The catalyst class is: 423. (8) Reactant: [OH:1][C:2]1[CH:9]=[CH:8][C:5]([CH:6]=[O:7])=[CH:4][C:3]=1[F:10].Cl[C:12]1[CH:19]=[CH:18][C:15]([C:16]#[N:17])=[CH:14][N:13]=1.C(=O)([O-])[O-].[K+].[K+]. Product: [F:10][C:3]1[CH:4]=[C:5]([CH:6]=[O:7])[CH:8]=[CH:9][C:2]=1[O:1][C:12]1[CH:19]=[CH:18][C:15]([C:16]#[N:17])=[CH:14][N:13]=1. The catalyst class is: 44. (9) The catalyst class is: 14. Product: [Br:27][C:20]1[CH:21]=[CH:22][CH:23]=[C:24]2[C:19]=1[C:18](=[O:17])[N:4]([CH2:3][C:2]([F:1])([F:15])[C:5]1[CH:14]=[CH:13][C:12]3[C:7](=[CH:8][CH:9]=[CH:10][CH:11]=3)[N:6]=1)[CH2:25]2. Reactant: [F:1][C:2]([F:15])([C:5]1[CH:14]=[CH:13][C:12]2[C:7](=[CH:8][CH:9]=[CH:10][CH:11]=2)[N:6]=1)[CH2:3][NH2:4].C[O:17][C:18](=O)[C:19]1[C:24]([CH2:25]Br)=[CH:23][CH:22]=[CH:21][C:20]=1[Br:27]. (10) Reactant: [CH2:1]([C:4]1[S:5][C:6]2[C:15]3[CH:14]=[CH:13][C:12]([OH:16])=[CH:11][C:10]=3[N:9]=[CH:8][C:7]=2[N:17]=1)[CH2:2][CH3:3].C(=O)([O-])[O-].[Cs+].[Cs+].[Cl:24][CH2:25][CH2:26][O:27][CH2:28][CH2:29]I. Product: [Cl:24][CH2:25][CH2:26][O:27][CH2:28][CH2:29][O:16][C:12]1[CH:13]=[CH:14][C:15]2[C:6]3[S:5][C:4]([CH2:1][CH2:2][CH3:3])=[N:17][C:7]=3[CH:8]=[N:9][C:10]=2[CH:11]=1. The catalyst class is: 3.